Dataset: Reaction yield outcomes from USPTO patents with 853,638 reactions. Task: Predict the reaction yield, written as a fraction of the theoretical maximum amount of product (1.0 means a 100% yield; for example, 0.34 means a 34% yield). (1) The reactants are C(O)(C(F)(F)F)=O.[CH3:8][N:9]([CH2:11][C:12]1([C:25]2[CH:30]=[CH:29][CH:28]=[C:27]([C:31]3[CH:32]=[N:33][N:34]([CH3:36])[CH:35]=3)[CH:26]=2)[CH2:17][CH2:16][N:15](C(OC(C)(C)C)=O)[CH2:14][CH2:13]1)[CH3:10]. The catalyst is C(Cl)Cl. The product is [CH3:8][N:9]([CH3:10])[CH2:11][C:12]1([C:25]2[CH:30]=[CH:29][CH:28]=[C:27]([C:31]3[CH:32]=[N:33][N:34]([CH3:36])[CH:35]=3)[CH:26]=2)[CH2:13][CH2:14][NH:15][CH2:16][CH2:17]1. The yield is 0.930. (2) The reactants are [H-].[Na+].[NH:3]1[CH:7]=[CH:6][C:5]([C:8]2[CH:13]=[CH:12][CH:11]=[CH:10][C:9]=2[OH:14])=[N:4]1.[CH2:15]([O:17][C:18](=[O:26])[CH2:19][CH2:20][CH2:21][CH2:22][CH2:23][CH2:24]Br)[CH3:16]. The yield is 0.480. The catalyst is CN(C=O)C. The product is [CH2:15]([O:17][C:18](=[O:26])[CH2:19][CH2:20][CH2:21][CH2:22][CH2:23][CH2:24][N:3]1[CH:7]=[CH:6][C:5]([C:8]2[CH:13]=[CH:12][CH:11]=[CH:10][C:9]=2[OH:14])=[N:4]1)[CH3:16]. (3) The reactants are [N+:1]([C:4]1[CH:5]=[C:6]([CH:11]=[C:12]([C:14]([F:17])([F:16])[F:15])[CH:13]=1)[C:7](OC)=[O:8])([O-:3])=[O:2].O.[NH2:19][NH2:20]. The catalyst is CO. The product is [N+:1]([C:4]1[CH:5]=[C:6]([CH:11]=[C:12]([C:14]([F:17])([F:16])[F:15])[CH:13]=1)[C:7]([NH:19][NH2:20])=[O:8])([O-:3])=[O:2]. The yield is 0.900. (4) The reactants are Br[C:2]1[CH:10]=[CH:9][C:8]2[N:7]([CH3:11])[C:6]3[CH2:12][CH:13]4[NH:17][CH:16]([C:5]=3[C:4]=2[C:3]=1[C:18]([O:20][C:21]([CH3:24])([CH3:23])[CH3:22])=[O:19])[CH2:15][CH2:14]4.[Na+].[C:26]1([S:32]([O-:34])=[O:33])[CH:31]=[CH:30][CH:29]=[CH:28][CH:27]=1.C(=O)([O-])[O-].[Cs+].[Cs+]. The catalyst is C1(C)C=CC=CC=1.[Cl-].C([N+](CCCC)(CCCC)CCCC)CCC.CC1(C)C2C(=C(P(C3C=CC=CC=3)C3C=CC=CC=3)C=CC=2)OC2C(P(C3C=CC=CC=3)C3C=CC=CC=3)=CC=CC1=2. The product is [C:26]1([S:32]([C:2]2[CH:10]=[CH:9][C:8]3[N:7]([CH3:11])[C:6]4[CH2:12][CH:13]5[NH:17][CH:16]([C:5]=4[C:4]=3[C:3]=2[C:18]([O:20][C:21]([CH3:24])([CH3:23])[CH3:22])=[O:19])[CH2:15][CH2:14]5)(=[O:34])=[O:33])[CH:31]=[CH:30][CH:29]=[CH:28][CH:27]=1. The yield is 0.710. (5) The reactants are [C:1]([O:5][C:6]([NH:8][CH2:9][CH2:10][NH:11][C:12]([C:14]1[CH:15]=[C:16]2[C:20](=[CH:21][CH:22]=1)[NH:19][C:18]([C:23]([OH:25])=[O:24])=[CH:17]2)=[O:13])=[O:7])([CH3:4])([CH3:3])[CH3:2].CCN(C(C)C)C(C)C.FC(F)(F)C(O[C:40]1[C:45]([F:46])=[C:44]([F:47])[C:43]([F:48])=[C:42]([F:49])[C:41]=1[F:50])=O. The catalyst is CN(C=O)C. The product is [F:46][C:45]1[C:40]([O:24][C:23]([C:18]2[NH:19][C:20]3[C:16]([CH:17]=2)=[CH:15][C:14]([C:12](=[O:13])[NH:11][CH2:10][CH2:9][NH:8][C:6]([O:5][C:1]([CH3:4])([CH3:2])[CH3:3])=[O:7])=[CH:22][CH:21]=3)=[O:25])=[C:41]([F:50])[C:42]([F:49])=[C:43]([F:48])[C:44]=1[F:47]. The yield is 1.00. (6) The reactants are [CH:1]1([NH:4][C:5]2[C:6]([NH2:11])=[CH:7][CH:8]=[CH:9][CH:10]=2)[CH2:3][CH2:2]1.C(N(C(C)C)CC)(C)C.[Cl:21][C:22]1[N:30]=[CH:29][CH:28]=[CH:27][C:23]=1[C:24](Cl)=[O:25]. The catalyst is C1COCC1. The product is [Cl:21][C:22]1[N:30]=[CH:29][CH:28]=[CH:27][C:23]=1[C:24]([NH:11][C:6]1[CH:7]=[CH:8][CH:9]=[CH:10][C:5]=1[NH:4][CH:1]1[CH2:3][CH2:2]1)=[O:25]. The yield is 0.650.